From a dataset of Full USPTO retrosynthesis dataset with 1.9M reactions from patents (1976-2016). Predict the reactants needed to synthesize the given product. (1) Given the product [CH3:1][O:2][CH2:3][CH2:4][C:5]1[N:6]([CH2:19][CH2:20][CH3:21])[C:7]2[C:16]3[CH:15]=[CH:14][C:13]([O:17][CH:100]4[CH2:105][CH2:104][N:103]([C:106]([O:108][C:109]([CH3:112])([CH3:111])[CH3:110])=[O:107])[CH2:102][CH2:101]4)=[CH:12][C:11]=3[N:10]=[CH:9][C:8]=2[N:18]=1, predict the reactants needed to synthesize it. The reactants are: [CH3:1][O:2][CH2:3][CH2:4][C:5]1[N:6]([CH2:19][CH2:20][CH3:21])[C:7]2[C:16]3[CH:15]=[CH:14][C:13]([OH:17])=[CH:12][C:11]=3[N:10]=[CH:9][C:8]=2[N:18]=1.C(OC1C=C(C=CC=1)N)C1C=CC=CC=1.COCCC(Cl)=O.C(OC1C=CC(N)=CC=1)C1C=CC=CC=1.C(OCC(Cl)=O)C.N(C(OC(C)C)=O)=NC(OC(C)C)=O.C1(P(C2C=CC=CC=2)C2C=CC=CC=2)C=CC=CC=1.O[CH:100]1[CH2:105][CH2:104][N:103]([C:106]([O:108][C:109]([CH3:112])([CH3:111])[CH3:110])=[O:107])[CH2:102][CH2:101]1. (2) Given the product [C:41]([C:40]1[CH:43]=[C:36]([C:32]2[N:31]=[C:30]([NH:29][C:27]3[CH:26]=[N:25][N:24]([CH:23]([F:45])[F:22])[CH:28]=3)[N:35]=[CH:34][N:33]=2)[CH:37]=[CH:38][C:39]=1[O:8][C@H:7]1[CH2:6][CH2:5][N:4]([C:9]([O:11][C:12]([CH3:15])([CH3:14])[CH3:13])=[O:10])[CH2:3][C@H:2]1[F:1])#[N:42], predict the reactants needed to synthesize it. The reactants are: [F:1][C@H:2]1[C@@H:7]([OH:8])[CH2:6][CH2:5][N:4]([C:9]([O:11][C:12]([CH3:15])([CH3:14])[CH3:13])=[O:10])[CH2:3]1.CC(C)([O-])C.[K+].[F:22][CH:23]([F:45])[N:24]1[CH:28]=[C:27]([NH:29][C:30]2[N:35]=[CH:34][N:33]=[C:32]([C:36]3[CH:37]=[CH:38][C:39](F)=[C:40]([CH:43]=3)[C:41]#[N:42])[N:31]=2)[CH:26]=[N:25]1. (3) Given the product [CH2:1]([O:8][C:9]1[C:10]2[N:11]([C:16]([C:20]([O:22][CH2:23][CH3:24])=[O:21])=[C:17]([CH3:19])[N:18]=2)[CH:12]=[C:13]([CH:25]=[CH2:26])[CH:14]=1)[C:2]1[CH:7]=[CH:6][CH:5]=[CH:4][CH:3]=1, predict the reactants needed to synthesize it. The reactants are: [CH2:1]([O:8][C:9]1[C:10]2[N:11]([C:16]([C:20]([O:22][CH2:23][CH3:24])=[O:21])=[C:17]([CH3:19])[N:18]=2)[CH:12]=[C:13](Br)[CH:14]=1)[C:2]1[CH:7]=[CH:6][CH:5]=[CH:4][CH:3]=1.[CH:25]([B-](F)(F)F)=[CH2:26].[K+].C(N(CC)CC)C.C(OCC)(=O)C. (4) Given the product [CH3:9][O:8][C:6]1[N:7]=[C:2]([C:25]2[CH:24]=[C:23]([C:20]([CH3:22])([CH3:21])[C:17]([OH:19])=[O:18])[CH:28]=[CH:27][CH:26]=2)[CH:3]=[C:4]([NH:10][CH2:11][C:12]2[CH:16]=[CH:15][S:14][CH:13]=2)[N:5]=1, predict the reactants needed to synthesize it. The reactants are: Cl[C:2]1[N:7]=[C:6]([O:8][CH3:9])[N:5]=[C:4]([NH:10][CH2:11][C:12]2[CH:16]=[CH:15][S:14][CH:13]=2)[CH:3]=1.[C:17]([C:20]([C:23]1[CH:24]=[C:25](B(O)O)[CH:26]=[CH:27][CH:28]=1)([CH3:22])[CH3:21])([OH:19])=[O:18].C([O-])([O-])=O.[Cs+].[Cs+]. (5) Given the product [F:1][C:2]([F:21])([F:22])[CH2:3][CH:4]([NH:20][CH:23]=[O:24])[CH2:5][C:6]1[CH:11]=[CH:10][C:9]([O:12][CH3:13])=[C:8]([O:14][CH2:15][CH2:16][CH2:17][O:18][CH3:19])[CH:7]=1, predict the reactants needed to synthesize it. The reactants are: [F:1][C:2]([F:22])([F:21])[CH2:3][CH:4]([NH2:20])[CH2:5][C:6]1[CH:11]=[CH:10][C:9]([O:12][CH3:13])=[C:8]([O:14][CH2:15][CH2:16][CH2:17][O:18][CH3:19])[CH:7]=1.[CH:23](OCC)=[O:24]. (6) Given the product [Cl:1][C:2]1[C:3]([CH3:30])=[C:4]([SH:23])[N:5]=[CH:6][C:7]=1[C:8]([N:10]1[CH2:11][CH2:12][CH:13]([C:16]2[CH:17]=[CH:18][C:19]([F:22])=[CH:20][CH:21]=2)[CH2:14][CH2:15]1)=[O:9], predict the reactants needed to synthesize it. The reactants are: [Cl:1][C:2]1[C:7]([C:8]([N:10]2[CH2:15][CH2:14][CH:13]([C:16]3[CH:21]=[CH:20][C:19]([F:22])=[CH:18][CH:17]=3)[CH2:12][CH2:11]2)=[O:9])=[CH:6][N:5]=[C:4]([S:23]CCC(OC)=O)[C:3]=1[CH3:30].CC(C)([O-])C.[K+].[Cl-].[NH4+]. (7) Given the product [F:17][C:18]1[CH:25]=[CH:24][C:21]([CH2:22][N:14]2[CH2:15][CH2:16][N:11]([C:9]([C:7]3[O:8][C:4]([N+:1]([O-:3])=[O:2])=[CH:5][CH:6]=3)=[O:10])[CH2:12][CH2:13]2)=[CH:20][CH:19]=1, predict the reactants needed to synthesize it. The reactants are: [N+:1]([C:4]1[O:8][C:7]([C:9]([N:11]2[CH2:16][CH2:15][NH:14][CH2:13][CH2:12]2)=[O:10])=[CH:6][CH:5]=1)([O-:3])=[O:2].[F:17][C:18]1[CH:25]=[CH:24][C:21]([CH:22]=O)=[CH:20][CH:19]=1.CC(O)=O. (8) Given the product [C:12]([NH:11][S:8]([C:5]1[CH:6]=[CH:7][C:2]([B:16]2[O:20][C:19]([CH3:22])([CH3:21])[C:18]([CH3:24])([CH3:23])[O:17]2)=[CH:3][CH:4]=1)(=[O:10])=[O:9])([CH3:15])([CH3:14])[CH3:13], predict the reactants needed to synthesize it. The reactants are: Br[C:2]1[CH:7]=[CH:6][C:5]([S:8]([NH:11][C:12]([CH3:15])([CH3:14])[CH3:13])(=[O:10])=[O:9])=[CH:4][CH:3]=1.[B:16]1([B:16]2[O:20][C:19]([CH3:22])([CH3:21])[C:18]([CH3:24])([CH3:23])[O:17]2)[O:20][C:19]([CH3:22])([CH3:21])[C:18]([CH3:24])([CH3:23])[O:17]1.C([O-])(=O)C.[K+].